From a dataset of Full USPTO retrosynthesis dataset with 1.9M reactions from patents (1976-2016). Predict the reactants needed to synthesize the given product. (1) Given the product [C:1]([C:9]1[CH:18]=[CH:17][C:12]2[N:13]([CH2:26][CH2:27][O:28][C:29]3[CH:46]=[CH:45][C:32]([O:33][CH2:34][CH2:35][CH2:36][C:37]([CH3:44])([CH3:43])[C:38]([O:40][CH2:41][CH3:42])=[O:39])=[CH:31][CH:30]=3)[C:14](=[O:20])[S:15][C:11]=2[CH:10]=1)(=[O:8])[C:2]1[CH:7]=[CH:6][CH:5]=[CH:4][CH:3]=1, predict the reactants needed to synthesize it. The reactants are: [C:1]([C:9]1[CH:18]=[CH:17][C:12]2[N:13]=[CH:14][S:15](=O)[C:11]=2[CH:10]=1)(=[O:8])[C:2]1[CH:7]=[CH:6][CH:5]=[CH:4][CH:3]=1.C([O-])([O-])=[O:20].[K+].[K+].Cl[CH2:26][CH2:27][O:28][C:29]1[CH:46]=[CH:45][C:32]([O:33][CH2:34][CH2:35][CH2:36][C:37]([CH3:44])([CH3:43])[C:38]([O:40][CH2:41][CH3:42])=[O:39])=[CH:31][CH:30]=1.O. (2) Given the product [O:11]=[C:10]1[CH2:9][CH2:8][CH2:7][CH:6]1[CH2:4][CH2:23][C:22]([O:25][CH2:26][CH3:27])=[O:24], predict the reactants needed to synthesize it. The reactants are: CCO[C:4]([CH:6]1[C:10](=[O:11])[CH2:9][CH2:8][CH2:7]1)=O.C(#N)C=C.CCCCCC.[C:22]([O:25][CH2:26][CH3:27])(=[O:24])[CH3:23]. (3) Given the product [ClH:22].[ClH:22].[O:1]1[C:5]2[CH:6]=[CH:7][C:8]([C:10]3[C:19]4[C:14](=[CH:15][C:16]([O:20][CH3:21])=[CH:17][CH:18]=4)[C:13]([NH:23][CH:24]4[CH2:25][CH2:26][N:27]([CH2:30][C:31]5[CH:40]=[CH:39][C:38]6[C:33](=[CH:34][CH:35]=[CH:36][CH:37]=6)[CH:32]=5)[CH2:28][CH2:29]4)=[N:12][N:11]=3)=[CH:9][C:4]=2[O:3][CH2:2]1, predict the reactants needed to synthesize it. The reactants are: [O:1]1[C:5]2[CH:6]=[CH:7][C:8]([C:10]3[C:19]4[C:14](=[CH:15][C:16]([O:20][CH3:21])=[CH:17][CH:18]=4)[C:13]([Cl:22])=[N:12][N:11]=3)=[CH:9][C:4]=2[O:3][CH2:2]1.[NH2:23][CH:24]1[CH2:29][CH2:28][N:27]([CH2:30][C:31]2[CH:40]=[CH:39][C:38]3[C:33](=[CH:34][CH:35]=[CH:36][CH:37]=3)[CH:32]=2)[CH2:26][CH2:25]1. (4) Given the product [OH:8][C:9]1[CH:10]=[CH:11][C:12]([C:15]2[CH2:19][O:18][C:17](=[O:20])[C:16]=2[C:21]2[CH:26]=[CH:25][C:24]([O:27][CH3:28])=[CH:23][CH:22]=2)=[CH:13][CH:14]=1, predict the reactants needed to synthesize it. The reactants are: C([O:8][C:9]1[CH:14]=[CH:13][C:12]([C:15]2[CH2:19][O:18][C:17](=[O:20])[C:16]=2[C:21]2[CH:26]=[CH:25][C:24]([O:27][CH3:28])=[CH:23][CH:22]=2)=[CH:11][CH:10]=1)C1C=CC=CC=1. (5) Given the product [C:9]([O:13][C:14]([N:16]1[CH2:23][C@H:22]2[C@H:18]([CH2:19][CH2:20][CH2:21]2)[C@H:17]1[CH2:24][NH:8][CH2:1][C:2]1[CH:7]=[CH:6][CH:5]=[CH:4][CH:3]=1)=[O:15])([CH3:12])([CH3:10])[CH3:11], predict the reactants needed to synthesize it. The reactants are: [CH2:1]([NH2:8])[C:2]1[CH:7]=[CH:6][CH:5]=[CH:4][CH:3]=1.[C:9]([O:13][C:14]([N:16]1[CH2:23][C@H:22]2[C@H:18]([CH2:19][CH2:20][CH2:21]2)[C@H:17]1[CH:24]=O)=[O:15])([CH3:12])([CH3:11])[CH3:10].[BH-](OC(C)=O)(OC(C)=O)OC(C)=O.[Na+].C([O-])(O)=O.[Na+]. (6) Given the product [CH2:16]([CH:10]([C:3](=[O:2])[CH2:4][C:5]([O:7][CH2:8][CH3:9])=[O:6])[C:11]([O:13][CH2:14][CH3:15])=[O:12])[C:17]1[CH:22]=[CH:21][CH:20]=[CH:19][CH:18]=1, predict the reactants needed to synthesize it. The reactants are: [Na].[O:2]=[C:3]([CH2:10][C:11]([O:13][CH2:14][CH3:15])=[O:12])[CH2:4][C:5]([O:7][CH2:8][CH3:9])=[O:6].[CH2:16](Br)[C:17]1[CH:22]=[CH:21][CH:20]=[CH:19][CH:18]=1.